From a dataset of Full USPTO retrosynthesis dataset with 1.9M reactions from patents (1976-2016). Predict the reactants needed to synthesize the given product. Given the product [CH3:17][O:18][C:19]([N:6]1[C:7](=[O:8])[C:2]([Br:1])=[C:3]([Br:9])[C:4]1=[O:5])=[O:20], predict the reactants needed to synthesize it. The reactants are: [Br:1][C:2]1[C:7](=[O:8])[NH:6][C:4](=[O:5])[C:3]=1[Br:9].CN1CCOCC1.[CH3:17][O:18][C:19](Cl)=[O:20].C(Cl)Cl.